From a dataset of Full USPTO retrosynthesis dataset with 1.9M reactions from patents (1976-2016). Predict the reactants needed to synthesize the given product. Given the product [F:17][C:5]1[C:4]2[NH:1][C:21](=[O:23])[CH2:20][S:38][C:14]=2[CH:13]=[C:12]([F:16])[C:6]=1[C:7]([OH:9])=[O:8], predict the reactants needed to synthesize it. The reactants are: [N+:1]([C:4]1[C:5]([F:17])=[C:6]([C:12]([F:16])=[CH:13][C:14]=1F)[C:7]([O:9]CC)=[O:8])([O-])=O.FC1C=C(F)C=C(F)[C:20]=1[C:21]([O:23]CC)=O.[N+]([O-])(O)=O.O.O[S:38](O)(=O)=O.